Dataset: Reaction yield outcomes from USPTO patents with 853,638 reactions. Task: Predict the reaction yield, written as a fraction of the theoretical maximum amount of product (1.0 means a 100% yield; for example, 0.34 means a 34% yield). (1) The reactants are S(=O)(=O)(O)[OH:2].[Cl:6][C:7]1[CH:13]=[CH:12][CH:11]=[C:10]([Cl:14])[C:8]=1[NH2:9].OO.[OH-:17].[Na+]. The catalyst is [Br-].C([N+](C)(C)C)CCCCCCCCCCCCC.ClC1C=CC=CC=1.O[W](O)(=O)=O. The product is [Cl:6][C:7]1[CH:13]=[CH:12][CH:11]=[C:10]([Cl:14])[C:8]=1[N+:9]([O-:2])=[O:17]. The yield is 0.630. (2) The reactants are [F:1][CH2:2][CH2:3][N:4]1[CH2:9][C@@H:8]2[CH2:10][C@H:5]1[CH2:6][N:7]2[CH:11]1[CH2:16][CH2:15][N:14]([C:17]2[CH:22]=[CH:21][C:20]([N+:23]([O-])=O)=[C:19]([O:26][CH3:27])[CH:18]=2)[CH2:13][CH2:12]1. The catalyst is CCOC(C)=O.[Pd]. The product is [F:1][CH2:2][CH2:3][N:4]1[CH2:9][C@@H:8]2[CH2:10][C@H:5]1[CH2:6][N:7]2[CH:11]1[CH2:12][CH2:13][N:14]([C:17]2[CH:22]=[CH:21][C:20]([NH2:23])=[C:19]([O:26][CH3:27])[CH:18]=2)[CH2:15][CH2:16]1. The yield is 0.980.